This data is from NCI-60 drug combinations with 297,098 pairs across 59 cell lines. The task is: Regression. Given two drug SMILES strings and cell line genomic features, predict the synergy score measuring deviation from expected non-interaction effect. (1) Drug 1: C1CN1C2=NC(=NC(=N2)N3CC3)N4CC4. Drug 2: CCC1(C2=C(COC1=O)C(=O)N3CC4=CC5=C(C=CC(=C5CN(C)C)O)N=C4C3=C2)O.Cl. Cell line: U251. Synergy scores: CSS=62.5, Synergy_ZIP=-4.86, Synergy_Bliss=-5.46, Synergy_Loewe=-1.30, Synergy_HSA=1.98. (2) Synergy scores: CSS=-1.49, Synergy_ZIP=0.779, Synergy_Bliss=-0.333, Synergy_Loewe=0.195, Synergy_HSA=-0.618. Drug 1: C(=O)(N)NO. Drug 2: CS(=O)(=O)OCCCCOS(=O)(=O)C. Cell line: SK-OV-3. (3) Drug 1: C1CN1P(=S)(N2CC2)N3CC3. Drug 2: CC1=C2C(C(=O)C3(C(CC4C(C3C(C(C2(C)C)(CC1OC(=O)C(C(C5=CC=CC=C5)NC(=O)C6=CC=CC=C6)O)O)OC(=O)C7=CC=CC=C7)(CO4)OC(=O)C)O)C)OC(=O)C. Cell line: SW-620. Synergy scores: CSS=29.3, Synergy_ZIP=-4.20, Synergy_Bliss=-1.11, Synergy_Loewe=-3.78, Synergy_HSA=0.0856. (4) Drug 1: CN(CC1=CN=C2C(=N1)C(=NC(=N2)N)N)C3=CC=C(C=C3)C(=O)NC(CCC(=O)O)C(=O)O. Drug 2: CCCCCOC(=O)NC1=NC(=O)N(C=C1F)C2C(C(C(O2)C)O)O. Cell line: SK-OV-3. Synergy scores: CSS=16.8, Synergy_ZIP=-1.65, Synergy_Bliss=-3.36, Synergy_Loewe=-40.2, Synergy_HSA=-1.39. (5) Drug 1: COC1=NC(=NC2=C1N=CN2C3C(C(C(O3)CO)O)O)N. Drug 2: CC(C)CN1C=NC2=C1C3=CC=CC=C3N=C2N. Cell line: HCT116. Synergy scores: CSS=4.91, Synergy_ZIP=-3.21, Synergy_Bliss=-6.39, Synergy_Loewe=-2.56, Synergy_HSA=-4.19. (6) Synergy scores: CSS=22.2, Synergy_ZIP=-6.59, Synergy_Bliss=-3.62, Synergy_Loewe=-5.91, Synergy_HSA=-5.90. Drug 1: CNC(=O)C1=CC=CC=C1SC2=CC3=C(C=C2)C(=NN3)C=CC4=CC=CC=N4. Drug 2: C1CN1P(=S)(N2CC2)N3CC3. Cell line: HOP-62. (7) Drug 1: COC1=NC(=NC2=C1N=CN2C3C(C(C(O3)CO)O)O)N. Drug 2: CN(C(=O)NC(C=O)C(C(C(CO)O)O)O)N=O. Cell line: HOP-92. Synergy scores: CSS=7.25, Synergy_ZIP=-2.84, Synergy_Bliss=-0.0713, Synergy_Loewe=1.95, Synergy_HSA=1.69.